Dataset: Reaction yield outcomes from USPTO patents with 853,638 reactions. Task: Predict the reaction yield, written as a fraction of the theoretical maximum amount of product (1.0 means a 100% yield; for example, 0.34 means a 34% yield). The reactants are [NH2:1][C:2]1[CH:7]=[CH:6][CH:5]=[CH:4][C:3]=1[CH2:8][CH2:9][NH:10][CH:11]1[CH2:16][CH2:15][N:14]([CH2:17][C:18]2[CH:23]=[CH:22][CH:21]=[CH:20][CH:19]=2)[CH2:13][CH2:12]1.[C:24](C1NC=CN=1)(C1NC=CN=1)=[O:25]. The catalyst is O1CCCC1. The product is [CH2:17]([N:14]1[CH2:13][CH2:12][CH:11]([N:10]2[CH2:9][CH2:8][C:3]3[CH:4]=[CH:5][CH:6]=[CH:7][C:2]=3[NH:1][C:24]2=[O:25])[CH2:16][CH2:15]1)[C:18]1[CH:19]=[CH:20][CH:21]=[CH:22][CH:23]=1. The yield is 0.210.